From a dataset of NCI-60 drug combinations with 297,098 pairs across 59 cell lines. Regression. Given two drug SMILES strings and cell line genomic features, predict the synergy score measuring deviation from expected non-interaction effect. (1) Drug 1: CCCCCOC(=O)NC1=NC(=O)N(C=C1F)C2C(C(C(O2)C)O)O. Drug 2: CC(C)CN1C=NC2=C1C3=CC=CC=C3N=C2N. Cell line: A498. Synergy scores: CSS=0.0120, Synergy_ZIP=-0.283, Synergy_Bliss=0.954, Synergy_Loewe=0.986, Synergy_HSA=0.543. (2) Drug 1: C1=CC(=CC=C1C#N)C(C2=CC=C(C=C2)C#N)N3C=NC=N3. Drug 2: C(CC(=O)O)C(=O)CN.Cl. Cell line: MCF7. Synergy scores: CSS=3.63, Synergy_ZIP=2.37, Synergy_Bliss=7.28, Synergy_Loewe=1.75, Synergy_HSA=2.03. (3) Drug 1: CC1=CC2C(CCC3(C2CCC3(C(=O)C)OC(=O)C)C)C4(C1=CC(=O)CC4)C. Drug 2: C1=CC=C(C=C1)NC(=O)CCCCCCC(=O)NO. Cell line: NCI-H522. Synergy scores: CSS=23.4, Synergy_ZIP=0.965, Synergy_Bliss=8.99, Synergy_Loewe=0.903, Synergy_HSA=8.33. (4) Drug 1: C1=CC(=CC=C1CC(C(=O)O)N)N(CCCl)CCCl.Cl. Drug 2: CCCS(=O)(=O)NC1=C(C(=C(C=C1)F)C(=O)C2=CNC3=C2C=C(C=N3)C4=CC=C(C=C4)Cl)F. Cell line: HCC-2998. Synergy scores: CSS=-1.53, Synergy_ZIP=3.60, Synergy_Bliss=3.72, Synergy_Loewe=-12.8, Synergy_HSA=-8.65. (5) Drug 1: CC1C(C(=O)NC(C(=O)N2CCCC2C(=O)N(CC(=O)N(C(C(=O)O1)C(C)C)C)C)C(C)C)NC(=O)C3=C4C(=C(C=C3)C)OC5=C(C(=O)C(=C(C5=N4)C(=O)NC6C(OC(=O)C(N(C(=O)CN(C(=O)C7CCCN7C(=O)C(NC6=O)C(C)C)C)C)C(C)C)C)N)C. Drug 2: C1CN(P(=O)(OC1)NCCCl)CCCl. Cell line: CAKI-1. Synergy scores: CSS=5.60, Synergy_ZIP=-2.75, Synergy_Bliss=1.79, Synergy_Loewe=-22.7, Synergy_HSA=0.473. (6) Drug 1: C1CC(=O)NC(=O)C1N2C(=O)C3=CC=CC=C3C2=O. Drug 2: C1C(C(OC1N2C=NC(=NC2=O)N)CO)O. Cell line: OVCAR-8. Synergy scores: CSS=17.3, Synergy_ZIP=-1.29, Synergy_Bliss=-1.13, Synergy_Loewe=-10.7, Synergy_HSA=-0.632. (7) Drug 1: CC1=C(C=C(C=C1)NC2=NC=CC(=N2)N(C)C3=CC4=NN(C(=C4C=C3)C)C)S(=O)(=O)N.Cl. Drug 2: CC(C1=C(C=CC(=C1Cl)F)Cl)OC2=C(N=CC(=C2)C3=CN(N=C3)C4CCNCC4)N. Cell line: CCRF-CEM. Synergy scores: CSS=46.3, Synergy_ZIP=-0.0603, Synergy_Bliss=-0.357, Synergy_Loewe=-16.9, Synergy_HSA=-1.61. (8) Drug 1: CC1=C2C(C(=O)C3(C(CC4C(C3C(C(C2(C)C)(CC1OC(=O)C(C(C5=CC=CC=C5)NC(=O)C6=CC=CC=C6)O)O)OC(=O)C7=CC=CC=C7)(CO4)OC(=O)C)O)C)OC(=O)C. Drug 2: C(=O)(N)NO. Cell line: CAKI-1. Synergy scores: CSS=40.7, Synergy_ZIP=-4.00, Synergy_Bliss=-3.53, Synergy_Loewe=-62.2, Synergy_HSA=-3.75.